Dataset: Full USPTO retrosynthesis dataset with 1.9M reactions from patents (1976-2016). Task: Predict the reactants needed to synthesize the given product. (1) Given the product [CH3:1][O:2][C:3]1[CH:10]=[N:9][CH:8]=[CH:7][C:4]=1[CH2:5][NH2:6], predict the reactants needed to synthesize it. The reactants are: [CH3:1][O:2][C:3]1[CH:10]=[N:9][CH:8]=[CH:7][C:4]=1[C:5]#[N:6].N. (2) Given the product [Cl:39][C:27]1[N:26]2[C:21]([C:18]3[N:17]=[C:16]([C:5]4[CH:6]=[CH:7][C:8]([O:9][CH:10]([CH3:15])[C:11]([F:13])([F:12])[F:14])=[C:3]([C:2]([F:1])([F:30])[F:31])[CH:4]=4)[O:20][N:19]=3)=[CH:22][CH:23]=[CH:24][C:25]2=[N:29][CH:28]=1, predict the reactants needed to synthesize it. The reactants are: [F:1][C:2]([F:31])([F:30])[C:3]1[CH:4]=[C:5]([C:16]2[O:20][N:19]=[C:18]([C:21]3[N:26]4[CH:27]=[CH:28][N:29]=[C:25]4[CH:24]=[CH:23][CH:22]=3)[N:17]=2)[CH:6]=[CH:7][C:8]=1[O:9][CH:10]([CH3:15])[C:11]([F:14])([F:13])[F:12].C1C(=O)N([Cl:39])C(=O)C1.O. (3) Given the product [NH2:13][CH2:12][CH2:11][N:10]1[C:6]2[CH:5]=[CH:4][N:3]=[C:2]([NH2:1])[C:7]=2[N:8]=[C:9]1[S:21][C:22]1[C:30]([O:31][CH3:32])=[CH:29][C:25]2[O:26][CH2:27][O:28][C:24]=2[CH:23]=1, predict the reactants needed to synthesize it. The reactants are: [NH2:1][C:2]1[C:7]2[N:8]=[C:9]([S:21][C:22]3[C:30]([O:31][CH3:32])=[CH:29][C:25]4[O:26][CH2:27][O:28][C:24]=4[CH:23]=3)[N:10]([CH2:11][CH2:12][NH:13]C(=O)OC(C)(C)C)[C:6]=2[CH:5]=[CH:4][N:3]=1.C(O)(C(F)(F)F)=O.C([O-])([O-])=O.[Na+].[Na+].